From a dataset of Reaction yield outcomes from USPTO patents with 853,638 reactions. Predict the reaction yield, written as a fraction of the theoretical maximum amount of product (1.0 means a 100% yield; for example, 0.34 means a 34% yield). The reactants are C[O-].[Na+].C([O:7][C@@H:8]1[C@@H:17]([O:18]C(=O)C)[C@H:16]([O:22]C(=O)C)[C@@H:15]([CH2:26][O:27]C(=O)C)[O:14][C@@H:9]1[O:10][CH2:11][CH2:12][Br:13])(=O)C. The catalyst is CO. The product is [Br-:13].[O:10]([CH2:11][CH2:12][Br:13])[C@H:9]1[O:14][C@H:15]([CH2:26][OH:27])[C@@H:16]([OH:22])[C@H:17]([OH:18])[C@H:8]1[OH:7]. The yield is 0.940.